This data is from TCR-epitope binding with 47,182 pairs between 192 epitopes and 23,139 TCRs. The task is: Binary Classification. Given a T-cell receptor sequence (or CDR3 region) and an epitope sequence, predict whether binding occurs between them. (1) The TCR CDR3 sequence is CASSLGSTGYTF. The epitope is KEIDRLNEV. Result: 0 (the TCR does not bind to the epitope). (2) The epitope is RPPIFIRRL. The TCR CDR3 sequence is CASSFLDRDYYEQYF. Result: 0 (the TCR does not bind to the epitope).